This data is from Catalyst prediction with 721,799 reactions and 888 catalyst types from USPTO. The task is: Predict which catalyst facilitates the given reaction. (1) Reactant: [F:1][C:2]1[CH:3]=[CH:4][C:5]([O:25][C:26]2[CH:31]=[CH:30][CH:29]=[CH:28][CH:27]=2)=[C:6]([N:8]([CH2:12][C:13]2[CH:18]=[C:17]([O:19][CH3:20])[CH:16]=[CH:15][C:14]=2[O:21][CH2:22][CH2:23][OH:24])[C:9](=[O:11])[CH3:10])[CH:7]=1.C(N(C(C)C)CC)(C)C.[S:41](Cl)([CH3:44])(=[O:43])=[O:42]. Product: [F:1][C:2]1[CH:3]=[CH:4][C:5]([O:25][C:26]2[CH:27]=[CH:28][CH:29]=[CH:30][CH:31]=2)=[C:6]([N:8]([CH2:12][C:13]2[CH:18]=[C:17]([O:19][CH3:20])[CH:16]=[CH:15][C:14]=2[O:21][CH2:22][CH2:23][O:24][S:41]([CH3:44])(=[O:43])=[O:42])[C:9](=[O:11])[CH3:10])[CH:7]=1. The catalyst class is: 4. (2) Reactant: [Cl:1][C:2]1[C:3]([CH3:37])=[N:4][O:5][C:6]=1[N:7](COCCOC)[S:8]([C:11]1[C:19]2[C:14](=[N:15][CH:16]=[CH:17][CH:18]=2)[S:13][C:12]=1[CH2:20][C:21]1[CH:26]=[C:25]2[O:27][CH2:28][O:29][C:24]2=[CH:23][C:22]=1[CH3:30])(=[O:10])=[O:9].Cl. Product: [Cl:1][C:2]1[C:3]([CH3:37])=[N:4][O:5][C:6]=1[NH:7][S:8]([C:11]1[C:19]2[C:14](=[N:15][CH:16]=[CH:17][CH:18]=2)[S:13][C:12]=1[CH2:20][C:21]1[CH:26]=[C:25]2[O:27][CH2:28][O:29][C:24]2=[CH:23][C:22]=1[CH3:30])(=[O:9])=[O:10]. The catalyst class is: 5. (3) Product: [C:5]([CH:4]1[CH2:8][CH2:9][N:1]([C:10]([O:12][C:13]([CH3:16])([CH3:15])[CH3:14])=[O:11])[CH2:2][CH2:3]1)#[N:7]. The catalyst class is: 286. Reactant: [NH:1]1[CH2:9][CH2:8][CH:4]([C:5]([NH2:7])=O)[CH2:3][CH2:2]1.[C:10](O[C:10]([O:12][C:13]([CH3:16])([CH3:15])[CH3:14])=[O:11])([O:12][C:13]([CH3:16])([CH3:15])[CH3:14])=[O:11].O1CCOCC1. (4) Reactant: Cl.[NH2:2][CH2:3][C:4]1[CH:5]=[CH:6][C:7]([F:39])=[C:8]([CH:10]2[CH2:15][CH2:14][N:13]([C:16]([C:18]3[C:26]4[C:21](=[CH:22][CH:23]=[CH:24][C:25]=4[C:27]([N:29]4[CH2:34][CH2:33][O:32][CH2:31][CH2:30]4)=[O:28])[N:20]([CH2:35][CH2:36][O:37][CH3:38])[CH:19]=3)=[O:17])[CH2:12][CH2:11]2)[CH:9]=1.OC1C2N=NNC=2C=CC=1.[NH:50]([C:62]([O:64][C:65]([CH3:68])([CH3:67])[CH3:66])=[O:63])[C@H:51]([C:55]([NH:57][CH2:58][C:59](O)=[O:60])=[O:56])[CH:52]([CH3:54])[CH3:53].C(N(CC)CC)C.Cl.CN(C)CCCN=C=NCC. Product: [C:65]([O:64][C:62](=[O:63])[NH:50][CH:51]([C:55](=[O:56])[NH:57][CH2:58][C:59](=[O:60])[NH:2][CH2:3][C:4]1[CH:5]=[CH:6][C:7]([F:39])=[C:8]([CH:10]2[CH2:15][CH2:14][N:13]([C:16]([C:18]3[C:26]4[C:21](=[CH:22][CH:23]=[CH:24][C:25]=4[C:27]([N:29]4[CH2:34][CH2:33][O:32][CH2:31][CH2:30]4)=[O:28])[N:20]([CH2:35][CH2:36][O:37][CH3:38])[CH:19]=3)=[O:17])[CH2:12][CH2:11]2)[CH:9]=1)[CH:52]([CH3:53])[CH3:54])([CH3:66])([CH3:68])[CH3:67]. The catalyst class is: 39.